Task: Predict the reaction yield, written as a fraction of the theoretical maximum amount of product (1.0 means a 100% yield; for example, 0.34 means a 34% yield).. Dataset: Reaction yield outcomes from USPTO patents with 853,638 reactions (1) The reactants are [H-].[Al+3].[Li+].[H-].[H-].[H-].[CH3:7][O:8][C:9]1[CH:14]=[CH:13][C:12]([CH2:15][CH2:16][CH2:17][CH2:18][N:19]=[N+]=[N-])=[CH:11][CH:10]=1.O. The catalyst is C1COCC1. The product is [CH3:7][O:8][C:9]1[CH:14]=[CH:13][C:12]([CH2:15][CH2:16][CH2:17][CH2:18][NH2:19])=[CH:11][CH:10]=1. The yield is 0.940. (2) The reactants are O=[C:2]1[C:10]2[C:5](=[CH:6][CH:7]=[C:8]([O:11][CH2:12][CH2:13][CH2:14][C:15]3[CH:20]=[CH:19][CH:18]=[CH:17][CH:16]=3)[CH:9]=2)[C:4]([C:21]2[CH:26]=[CH:25][CH:24]=[CH:23][CH:22]=2)=[C:3]1[C:27]#[N:28].Cl.[NH2:30][OH:31].N1C=CC=CC=1. The catalyst is C(O)C. The product is [OH:31][N:30]=[C:2]1[C:10]2[C:5](=[CH:6][CH:7]=[C:8]([O:11][CH2:12][CH2:13][CH2:14][C:15]3[CH:20]=[CH:19][CH:18]=[CH:17][CH:16]=3)[CH:9]=2)[C:4]([C:21]2[CH:26]=[CH:25][CH:24]=[CH:23][CH:22]=2)=[C:3]1[C:27]#[N:28]. The yield is 0.750. (3) The reactants are C[O:2][C:3](=[O:39])[C@@H:4]([NH:8][S:9]([C:12]1[CH:17]=[CH:16][C:15]([C:18]2[CH:23]=[CH:22][C:21]([NH:24][C:25]([C:27]3[O:28][C:29]4[CH:36]=[CH:35][CH:34]=[C:33]([O:37][CH3:38])[C:30]=4[C:31]=3[CH3:32])=[O:26])=[CH:20][CH:19]=2)=[CH:14][CH:13]=1)(=[O:11])=[O:10])[CH:5]([CH3:7])[CH3:6].[Li+].[OH-]. The catalyst is C1COCC1. The product is [CH3:38][O:37][C:33]1[C:30]2[C:31]([CH3:32])=[C:27]([C:25]([NH:24][C:21]3[CH:20]=[CH:19][C:18]([C:15]4[CH:16]=[CH:17][C:12]([S:9]([NH:8][C@@H:4]([CH:5]([CH3:6])[CH3:7])[C:3]([OH:39])=[O:2])(=[O:10])=[O:11])=[CH:13][CH:14]=4)=[CH:23][CH:22]=3)=[O:26])[O:28][C:29]=2[CH:36]=[CH:35][CH:34]=1. The yield is 0.810. (4) The reactants are [F:1][C:2]1[CH:10]=[CH:9][C:8]([Cl:11])=[CH:7][C:3]=1[C:4]([OH:6])=O.CCN=C=NCCCN(C)C.C1C=CC2N(O)N=NC=2C=1.[Cl:33][CH2:34][C:35]([NH:37]O)=[NH:36].C1C2C(C3ON=C(N)N=3)CN(C2)C1. The catalyst is CN(C=O)C. The product is [Cl:11][C:8]1[CH:9]=[CH:10][C:2]([F:1])=[C:3]([C:4]2[O:6][N:37]=[C:35]([CH2:34][Cl:33])[N:36]=2)[CH:7]=1. The yield is 0.560. (5) The catalyst is CO.O. The product is [C:12]([C:14]1[CH:15]=[C:16]([C:17]2[N:9]=[C:6]3[CH:5]=[CH:4][C:3]([C:2]([F:1])([F:10])[F:11])=[CH:8][N:7]3[C:35]=2[NH:34][CH:36]([CH3:38])[CH3:37])[CH:19]=[CH:20][CH:21]=1)#[CH:13]. The yield is 0.722. The reactants are [F:1][C:2]([F:11])([F:10])[C:3]1[CH:4]=[CH:5][C:6]([NH2:9])=[N:7][CH:8]=1.[C:12]([C:14]1[CH:15]=[C:16]([CH:19]=[CH:20][CH:21]=1)[CH:17]=O)#[CH:13].O.C1(C)C=CC(S(O)(=O)=O)=CC=1.[N+:34]([CH:36]([CH3:38])[CH3:37])#[C-:35]. (6) The reactants are [C:1]([C:5]1[CH:10]=[CH:9][C:8]([N:11]2[CH2:15][CH2:14][C:13]3([CH2:20][CH2:19][C:18](=[CH:21][O:22]C)[CH2:17][CH2:16]3)[C:12]2=[O:24])=[CH:7][CH:6]=1)([CH3:4])([CH3:3])[CH3:2].Cl. The catalyst is C1COCC1. The product is [C:1]([C:5]1[CH:6]=[CH:7][C:8]([N:11]2[CH2:15][CH2:14][C:13]3([CH2:16][CH2:17][CH:18]([CH:21]=[O:22])[CH2:19][CH2:20]3)[C:12]2=[O:24])=[CH:9][CH:10]=1)([CH3:4])([CH3:2])[CH3:3]. The yield is 0.980. (7) The reactants are C(OC([NH:8][C@@H:9]([CH3:35])[C:10]([N:12]1[C@H:24]([C:25](OC)=[O:26])[CH2:23][C:22]2[C:21]3[C:16](=[CH:17][C:18]([O:29][CH3:30])=[CH:19][CH:20]=3)[NH:15][C:14]=2[C@@H:13]1[CH2:31][CH:32]([CH3:34])[CH3:33])=[O:11])=O)(C)(C)C.FC(F)(F)C(O)=O. The catalyst is C(Cl)Cl. The product is [CH2:31]([C@H:13]1[C:14]2[NH:15][C:16]3[CH:17]=[C:18]([O:29][CH3:30])[CH:19]=[CH:20][C:21]=3[C:22]=2[CH2:23][C@H:24]2[C:25](=[O:26])[NH:8][C@@H:9]([CH3:35])[C:10](=[O:11])[N:12]12)[CH:32]([CH3:33])[CH3:34]. The yield is 0.422.